Dataset: Catalyst prediction with 721,799 reactions and 888 catalyst types from USPTO. Task: Predict which catalyst facilitates the given reaction. (1) Reactant: [N+:1]([C:4]1[CH:5]=[C:6]2[C:10](=[CH:11][CH:12]=1)[NH:9][NH:8][C:7]2=[O:13])([O-:3])=[O:2].C(N(C(C)C)CC)(C)C.Br[CH2:24][CH2:25][O:26][CH:27]1[CH2:32][CH2:31][CH2:30][CH2:29][O:28]1. Product: [N+:1]([C:4]1[CH:5]=[C:6]2[C:10](=[CH:11][CH:12]=1)[N:9]([CH2:24][CH2:25][O:26][CH:27]1[CH2:32][CH2:31][CH2:30][CH2:29][O:28]1)[NH:8][C:7]2=[O:13])([O-:3])=[O:2]. The catalyst class is: 3. (2) Reactant: [CH3:1][C:2]1[C:7]([N:8]2[CH2:13][CH2:12][N:11](CC3C=CC=CC=3)[CH2:10][CH2:9]2)=[N:6][C:5]([CH3:21])=[CH:4][N:3]=1.C([O-])=O.[NH4+]. Product: [CH3:1][C:2]1[C:7]([N:8]2[CH2:13][CH2:12][NH:11][CH2:10][CH2:9]2)=[N:6][C:5]([CH3:21])=[CH:4][N:3]=1. The catalyst class is: 19. (3) Reactant: C(N(CC)CC)C.Cl[C:9]([O:11][CH2:12][C:13]1[CH:18]=[CH:17][CH:16]=[CH:15][CH:14]=1)=[O:10].[C:19]([O:23][CH2:24][CH3:25])(=[O:22])[NH:20][NH2:21]. Product: [NH:21]([C:9]([O:11][CH2:12][C:13]1[CH:18]=[CH:17][CH:16]=[CH:15][CH:14]=1)=[O:10])[NH:20][C:19]([O:23][CH2:24][CH3:25])=[O:22]. The catalyst class is: 2. (4) Reactant: [C:1]([O:5][C:6](=[O:28])[NH:7][CH:8]1[CH2:17][CH2:16][C:15]2[C:10](=[CH:11][C:12]([C:18]#[N:19])=[CH:13][CH:14]=2)[CH:9]1[CH2:20][C:21]1[CH:26]=[CH:25][C:24](Cl)=[CH:23][CH:22]=1)([CH3:4])([CH3:3])[CH3:2]. Product: [C:1]([O:5][C:6](=[O:28])[NH:7][CH:8]1[CH2:17][CH2:16][C:15]2[C:10](=[CH:11][C:12]([CH2:18][NH2:19])=[CH:13][CH:14]=2)[CH:9]1[CH2:20][C:21]1[CH:22]=[CH:23][CH:24]=[CH:25][CH:26]=1)([CH3:4])([CH3:2])[CH3:3]. The catalyst class is: 94. (5) Reactant: [Cl:1][C:2]1[CH:3]=[C:4]2[C:8](=[CH:9][CH:10]=1)[NH:7][CH:6]=[C:5]2[CH2:11][CH2:12][NH:13][C:14](=[O:23])[C:15]1[CH:20]=[CH:19][C:18]([CH2:21]Cl)=[CH:17][CH:16]=1.[CH:24]1([NH2:29])[CH2:28][CH2:27][CH2:26][CH2:25]1.[I-].[Na+]. Product: [Cl:1][C:2]1[CH:3]=[C:4]2[C:8](=[CH:9][CH:10]=1)[NH:7][CH:6]=[C:5]2[CH2:11][CH2:12][NH:13][C:14](=[O:23])[C:15]1[CH:20]=[CH:19][C:18]([CH2:21][NH:29][CH:24]2[CH2:28][CH2:27][CH2:26][CH2:25]2)=[CH:17][CH:16]=1. The catalyst class is: 1.